Dataset: Aqueous solubility values for 9,982 compounds from the AqSolDB database. Task: Regression/Classification. Given a drug SMILES string, predict its absorption, distribution, metabolism, or excretion properties. Task type varies by dataset: regression for continuous measurements (e.g., permeability, clearance, half-life) or binary classification for categorical outcomes (e.g., BBB penetration, CYP inhibition). For this dataset (solubility_aqsoldb), we predict Y. (1) The drug is CC(C)Cc1ccccc1. The Y is -4.12 log mol/L. (2) The molecule is c1ccc(Sc2ccccc2)cc1. The Y is -4.36 log mol/L. (3) The compound is C=CCCCC. The Y is -3.23 log mol/L. (4) The Y is -1.15 log mol/L. The drug is CCC/C(=C\C(=O)O)C(=O)O.